This data is from Reaction yield outcomes from USPTO patents with 853,638 reactions. The task is: Predict the reaction yield, written as a fraction of the theoretical maximum amount of product (1.0 means a 100% yield; for example, 0.34 means a 34% yield). (1) The reactants are [C:1]([O:5][C:6]([N:8]1[C:12]2=[N:13][CH:14]=[C:15](Br)[CH:16]=[C:11]2[C:10]([C:18](=[O:28])[C:19]2[CH:24]=[CH:23][CH:22]=[C:21]([O:25][CH3:26])[C:20]=2[F:27])=[CH:9]1)=[O:7])([CH3:4])([CH3:3])[CH3:2].[S:29]1[CH:33]=[CH:32][CH:31]=[C:30]1B(O)O.C(=O)([O-])[O-].[K+].[K+]. The catalyst is O1CCCC1.O. The product is [C:1]([O:5][C:6]([N:8]1[C:12]2=[N:13][CH:14]=[C:15]([C:30]3[S:29][CH:33]=[CH:32][CH:31]=3)[CH:16]=[C:11]2[C:10]([C:18](=[O:28])[C:19]2[CH:24]=[CH:23][CH:22]=[C:21]([O:25][CH3:26])[C:20]=2[F:27])=[CH:9]1)=[O:7])([CH3:4])([CH3:3])[CH3:2]. The yield is 0.850. (2) The reactants are [NH2:1][C:2]1[CH:7]=[CH:6][CH:5]=[C:4]([C:8]2[CH:13]=[CH:12][N:11]=[C:10]3[NH:14][C:15]([C:17]4[CH:18]=[N:19][N:20]([CH3:22])[CH:21]=4)=[N:16][C:9]=23)[C:3]=1[CH2:23][OH:24].[CH:25]1([C:28]2[N:33]=[CH:32][C:31]([C:34](OC)=[O:35])=[CH:30][CH:29]=2)[CH2:27][CH2:26]1. No catalyst specified. The product is [CH:25]1([C:28]2[N:33]=[CH:32][C:31]([C:34]([NH:1][C:2]3[CH:7]=[CH:6][CH:5]=[C:4]([C:8]4[CH:13]=[CH:12][N:11]=[C:10]5[NH:14][C:15]([C:17]6[CH:18]=[N:19][N:20]([CH3:22])[CH:21]=6)=[N:16][C:9]=45)[C:3]=3[CH2:23][OH:24])=[O:35])=[CH:30][CH:29]=2)[CH2:27][CH2:26]1. The yield is 0.0500. (3) The reactants are [CH3:1][C@H:2]1[CH2:7][CH2:6][C@H:5]([C:8]([OH:10])=O)[CH2:4][CH2:3]1.C(Cl)(=O)C(Cl)=O.CN(C)C=O.[CH3:22][O:23][C:24]([C:26]1[S:27][C:28]([C:48]([CH3:54])=[CH:49][CH:50]=[CH:51][CH:52]=[CH2:53])=[CH:29][C:30]=1[NH:31][CH:32]1[CH2:37][CH2:36][N:35]([CH2:38][C:39]2[CH:44]=[CH:43][C:42]([O:45][CH3:46])=[CH:41][CH:40]=2)[C:34](=[O:47])[CH2:33]1)=[O:25]. The catalyst is ClCCCl. The product is [CH3:22][O:23][C:24]([C:26]1[S:27][C:28]([C:48]([CH3:54])=[CH:49][CH:50]=[CH:51][CH:52]=[CH2:53])=[CH:29][C:30]=1[N:31]([CH:32]1[CH2:37][CH2:36][N:35]([CH2:38][C:39]2[CH:40]=[CH:41][C:42]([O:45][CH3:46])=[CH:43][CH:44]=2)[C:34](=[O:47])[CH2:33]1)[C:8]([CH:5]1[CH2:4][CH2:3][CH:2]([CH3:1])[CH2:7][CH2:6]1)=[O:10])=[O:25]. The yield is 0.110. (4) The reactants are C([O:3][C:4]([C:6]1([N:14]2[CH:18]=[C:17]([CH3:19])[N:16]=[CH:15]2)[CH2:11][CH2:10][C:9]([F:13])([F:12])[CH2:8][CH2:7]1)=O)C.[NH3:20]. The catalyst is CO. The product is [F:12][C:9]1([F:13])[CH2:10][CH2:11][C:6]([N:14]2[CH:18]=[C:17]([CH3:19])[N:16]=[CH:15]2)([C:4]([NH2:20])=[O:3])[CH2:7][CH2:8]1. The yield is 0.450. (5) The reactants are N1C=CC(C)=CC=1.COC1C=CC=CC=1C=O.C(OC(=O)C)(=O)C.[CH3:25][O:26][C:27]1[CH:40]=[CH:39][CH:38]=[CH:37][C:28]=1/[CH:29]=[CH:30]/[C:31]1[CH:36]=[CH:35][N:34]=[CH:33][CH:32]=1.[H][H]. The catalyst is O=[Pt]=O.C(O)(=O)C. The product is [CH3:25][O:26][C:27]1[CH:40]=[CH:39][CH:38]=[CH:37][C:28]=1[CH2:29][CH2:30][CH:31]1[CH2:36][CH2:35][NH:34][CH2:33][CH2:32]1. The yield is 0.821. (6) The reactants are Cl[C:2]1[N:7]=[C:6]([N:8]2[C:16]3[CH:15]=[C:14]([C:17]4[CH:22]=[N:21][CH:20]=[C:19]([CH3:23])[N:18]=4)[N:13]=[CH:12][C:11]=3[CH:10]=[N:9]2)[CH:5]=[CH:4][C:3]=1[C:24]([F:27])([F:26])[F:25].[NH:28]1[CH2:33][CH2:32][CH2:31][C@H:30]([NH:34][C:35](=[O:41])[O:36][C:37]([CH3:40])([CH3:39])[CH3:38])[CH2:29]1.CN1CCOCC1.O. The catalyst is CN1CCCC1=O. The product is [CH3:23][C:19]1[N:18]=[C:17]([C:14]2[N:13]=[CH:12][C:11]3[CH:10]=[N:9][N:8]([C:6]4[N:7]=[C:2]([N:28]5[CH2:33][CH2:32][CH2:31][C@H:30]([NH:34][C:35](=[O:41])[O:36][C:37]([CH3:39])([CH3:38])[CH3:40])[CH2:29]5)[C:3]([C:24]([F:27])([F:26])[F:25])=[CH:4][CH:5]=4)[C:16]=3[CH:15]=2)[CH:22]=[N:21][CH:20]=1. The yield is 0.650. (7) The yield is 0.680. The product is [CH:41]([Si:34]([CH:35]([CH3:37])[CH3:36])([CH:38]([CH3:40])[CH3:39])[O:33][CH2:32][CH2:31][N:28]1[CH2:27][CH2:26][N:25]([C:22]2[N:20]3[CH:21]=[C:16]([O:12][C@H:5]4[C:6]5[C:11](=[CH:10][CH:9]=[CH:8][CH:7]=5)[C@@H:2]([NH2:1])[CH2:3][CH2:4]4)[CH:17]=[CH:18][C:19]3=[N:24][N:23]=2)[CH2:30][CH2:29]1)([CH3:42])[CH3:43]. The reactants are [NH2:1][C@@H:2]1[C:11]2[C:6](=[CH:7][CH:8]=[CH:9][CH:10]=2)[C@H:5]([OH:12])[CH2:4][CH2:3]1.[H-].[Na+].F[C:16]1[CH:17]=[CH:18][C:19]2[N:20]([C:22]([N:25]3[CH2:30][CH2:29][N:28]([CH2:31][CH2:32][O:33][Si:34]([CH:41]([CH3:43])[CH3:42])([CH:38]([CH3:40])[CH3:39])[CH:35]([CH3:37])[CH3:36])[CH2:27][CH2:26]3)=[N:23][N:24]=2)[CH:21]=1. The catalyst is CN(C=O)C.O. (8) The reactants are [O:1]1[C:5]2([CH2:10][CH2:9][CH:8]([NH:11][C:12]3[NH:16][CH:15]=[N:14][N:13]=3)[CH2:7][CH2:6]2)[O:4][CH2:3][CH2:2]1.[C:17]([C:19]1[CH:24]=[CH:23][CH:22]=[CH:21][C:20]=1[C:25]1[S:29][C:28]([CH2:30][CH:31]([C:37](=O)[CH2:38][CH2:39][CH3:40])[C:32](OCC)=[O:33])=[CH:27][CH:26]=1)#[N:18].N12CCCN=C1CCCCC2.C(N(CC)C1C=CC=CC=1)C. The catalyst is Cl. The product is [O:1]1[C:5]2([CH2:6][CH2:7][CH:8]([N:11]3[C:32](=[O:33])[C:31]([CH2:30][C:28]4[S:29][C:25]([C:20]5[CH:21]=[CH:22][CH:23]=[CH:24][C:19]=5[C:17]#[N:18])=[CH:26][CH:27]=4)=[C:37]([CH2:38][CH2:39][CH3:40])[N:13]4[N:14]=[CH:15][N:16]=[C:12]34)[CH2:9][CH2:10]2)[O:4][CH2:3][CH2:2]1. The yield is 0.340. (9) The reactants are C(O)C.[CH2:4]([O:11][C:12]1[CH:13]=[CH:14][C:15]([CH2:18][C:19]#[N:20])=[N:16][CH:17]=1)[C:5]1[CH:10]=[CH:9][CH:8]=[CH:7][CH:6]=1.[Cl-].[OH:22][NH3+:23].C(=O)([O-])[O-].[K+].[K+]. The catalyst is O. The product is [CH2:4]([O:11][C:12]1[CH:13]=[CH:14][C:15]([CH2:18][C:19]([NH:23][OH:22])=[NH:20])=[N:16][CH:17]=1)[C:5]1[CH:6]=[CH:7][CH:8]=[CH:9][CH:10]=1. The yield is 0.270.